Dataset: Full USPTO retrosynthesis dataset with 1.9M reactions from patents (1976-2016). Task: Predict the reactants needed to synthesize the given product. (1) The reactants are: [N:1]1([C:7]([O:9][C:10]([CH3:13])([CH3:12])[CH3:11])=[O:8])CCC=[CH:3][CH2:2]1.C[N+]1([O-])CC[O:18]CC1.OS([O-])=O.[Na+].[CH3:27][C:28]([CH3:30])=[O:29]. Given the product [OH:29][CH:28]1[CH:30]([OH:18])[CH2:3][CH2:2][N:1]([C:7]([O:9][C:10]([CH3:13])([CH3:12])[CH3:11])=[O:8])[CH2:27]1, predict the reactants needed to synthesize it. (2) Given the product [Cl:1][C:2]1[N:3]=[C:4]([C:20]2[CH:21]=[N:22][CH:23]=[CH:24][CH:25]=2)[N:5]([CH2:9][C:10]2[C:19]3[C:14](=[CH:15][CH:16]=[CH:17][CH:18]=3)[CH:13]=[CH:12][CH:11]=2)[C:6]=1[C:7]([OH:32])=[O:8], predict the reactants needed to synthesize it. The reactants are: [Cl:1][C:2]1[N:3]=[C:4]([C:20]2[CH:21]=[N:22][CH:23]=[CH:24][CH:25]=2)[N:5]([CH2:9][C:10]2[C:19]3[C:14](=[CH:15][CH:16]=[CH:17][CH:18]=3)[CH:13]=[CH:12][CH:11]=2)[C:6]=1[CH:7]=[O:8].CC(=CC)C.Cl([O-])=[O:32].[Na+].P([O-])(O)(O)=O.[Na+]. (3) Given the product [C:19]([O:18][C:16]([NH:5][C@:4]([CH3:3])([C:13]([OH:15])=[O:14])[CH2:6][C:7]1[CH:8]=[CH:9][CH:10]=[CH:11][CH:12]=1)=[O:17])([CH3:22])([CH3:21])[CH3:20], predict the reactants needed to synthesize it. The reactants are: [OH-].[Na+].[CH3:3][C@@:4]([C:13]([OH:15])=[O:14])([CH2:6][C:7]1[CH:12]=[CH:11][CH:10]=[CH:9][CH:8]=1)[NH2:5].[C:16](O[C:16]([O:18][C:19]([CH3:22])([CH3:21])[CH3:20])=[O:17])([O:18][C:19]([CH3:22])([CH3:21])[CH3:20])=[O:17].Cl. (4) Given the product [F:1][C:2]1[C:11]2[C:6](=[CH:7][CH:8]=[CH:9][CH:10]=2)[C:5]([C@H:12]([NH:14][CH2:15][CH2:16][CH2:17][C@@H:18]2[CH2:19][C:20]3[C:25](=[CH:24][CH:23]=[CH:22][CH:21]=3)[CH:26]([OH:28])[CH2:27]2)[CH3:13])=[CH:4][CH:3]=1, predict the reactants needed to synthesize it. The reactants are: [F:1][C:2]1[C:11]2[C:6](=[CH:7][CH:8]=[CH:9][CH:10]=2)[C:5]([C@H:12]([NH:14][C:15](=O)[CH2:16][CH2:17][C@H:18]2[CH2:27][C:26](=[O:28])[C:25]3[C:20](=[CH:21][CH:22]=[CH:23][CH:24]=3)[CH2:19]2)[CH3:13])=[CH:4][CH:3]=1.[H-].[H-].[H-].[H-].[Li+].[Al+3]. (5) Given the product [F:15][C@H:16]1[C@@H:21]([O:22][C:23]2[CH:30]=[CH:29][C:28]([C:2]3[N:3]=[C:4]([NH:8][C:9]4[S:13][CH:12]=[N:11][C:10]=4[CH3:14])[N:5]=[CH:6][N:7]=3)=[CH:27][C:24]=2[C:25]#[N:26])[CH2:20][CH2:19][N:18]([C:40](=[O:43])[CH2:41][OH:42])[CH2:17]1, predict the reactants needed to synthesize it. The reactants are: Cl[C:2]1[N:7]=[CH:6][N:5]=[C:4]([NH:8][C:9]2[S:13][CH:12]=[N:11][C:10]=2[CH3:14])[N:3]=1.[F:15][C@H:16]1[C@@H:21]([O:22][C:23]2[CH:30]=[CH:29][C:28](B3OC(C)(C)C(C)(C)O3)=[CH:27][C:24]=2[C:25]#[N:26])[CH2:20][CH2:19][N:18]([C:40](=[O:43])[CH2:41][OH:42])[CH2:17]1.C(=O)([O-])[O-].[Na+].[Na+].